This data is from Catalyst prediction with 721,799 reactions and 888 catalyst types from USPTO. The task is: Predict which catalyst facilitates the given reaction. (1) Reactant: [NH2:1][C:2]1[CH:7]=[CH:6][C:5]([Cl:8])=[CH:4][C:3]=1[CH:9]([C:11]1[C:16]([F:17])=[CH:15][CH:14]=[C:13]([O:18][CH3:19])[C:12]=1[O:20][CH3:21])O.[C:22](O)(=[O:29])[CH:23]([CH2:25][C:26]([OH:28])=[O:27])[SH:24].Cl.O1CCOCC1. The catalyst class is: 12. Product: [Cl:8][C:5]1[CH:6]=[CH:7][C:2]2[NH:1][C:22](=[O:29])[C@@H:23]([CH2:25][C:26]([OH:28])=[O:27])[S:24][C@H:9]([C:11]3[C:16]([F:17])=[CH:15][CH:14]=[C:13]([O:18][CH3:19])[C:12]=3[O:20][CH3:21])[C:3]=2[CH:4]=1. (2) Reactant: [CH3:1][NH:2][C:3]([C:5]1[CH:10]=[CH:9][C:8]([C:11]#[C:12][C:13]2[CH:14]=[CH:15][C:16]([O:22][C:23]([F:26])([F:25])[F:24])=[C:17]([CH:21]=2)[C:18](O)=[O:19])=[CH:7][CH:6]=1)=[O:4].[NH2:27][CH:28]([CH2:31][C:32]1[C:40]2[C:35](=[C:36]([C:41]([F:44])([F:43])[F:42])[CH:37]=[CH:38][CH:39]=2)[NH:34][N:33]=1)[CH2:29][OH:30].CN(C(ON1N=NC2C=CC=NC1=2)=[N+](C)C)C.F[P-](F)(F)(F)(F)F.CN1CCOCC1. Product: [OH:30][CH2:29][CH:28]([NH:27][C:18](=[O:19])[C:17]1[CH:21]=[C:13]([C:12]#[C:11][C:8]2[CH:7]=[CH:6][C:5]([C:3]([NH:2][CH3:1])=[O:4])=[CH:10][CH:9]=2)[CH:14]=[CH:15][C:16]=1[O:22][C:23]([F:24])([F:26])[F:25])[CH2:31][C:32]1[C:40]2[C:35](=[C:36]([C:41]([F:44])([F:43])[F:42])[CH:37]=[CH:38][CH:39]=2)[NH:34][N:33]=1. The catalyst class is: 251. (3) Reactant: [NH2:1][C@H:2]([CH:6]([CH3:8])[CH3:7])[C:3]([OH:5])=[O:4].C(=O)(O)[O-].[Na+].[C:14](O[C:14]([O:16][C:17]([CH3:20])([CH3:19])[CH3:18])=[O:15])([O:16][C:17]([CH3:20])([CH3:19])[CH3:18])=[O:15]. Product: [C:17]([O:16][C:14]([NH:1][C@H:2]([CH:6]([CH3:8])[CH3:7])[C:3]([OH:5])=[O:4])=[O:15])([CH3:20])([CH3:19])[CH3:18]. The catalyst class is: 6. (4) Reactant: [Si]([O:8][CH2:9][CH2:10][CH2:11][N:12]1[C:17](=[O:18])[C:16]2[C:19]([CH:32]([C:34]3[CH:39]=[CH:38][C:37]([Cl:40])=[CH:36][CH:35]=3)O)=[C:20]([C:23]3[CH:28]=[CH:27][CH:26]=[CH:25][C:24]=3[CH:29]([CH3:31])[CH3:30])[CH:21]=[N:22][C:15]=2[N:14]([CH3:41])[C:13]1=[O:42])(C(C)(C)C)(C)C.[CH:43](O)=[O:44]. Product: [CH:43]([O:8][CH2:9][CH2:10][CH2:11][N:12]1[C:17](=[O:18])[C:16]2[C:19]([CH2:32][C:34]3[CH:39]=[CH:38][C:37]([Cl:40])=[CH:36][CH:35]=3)=[C:20]([C:23]3[CH:28]=[CH:27][CH:26]=[CH:25][C:24]=3[CH:29]([CH3:30])[CH3:31])[CH:21]=[N:22][C:15]=2[N:14]([CH3:41])[C:13]1=[O:42])=[O:44]. The catalyst class is: 401. (5) Reactant: [CH:1]([O:4][C:5]([N:7]1[CH2:12][CH2:11][CH:10]([O:13][N:14]=[C:15]2[CH2:20][CH2:19][N:18]([C:21]3[CH:26]=[C:25]([F:27])[C:24]([CH2:28][OH:29])=[CH:23][C:22]=3[F:30])[CH2:17][CH2:16]2)[CH2:9][CH2:8]1)=[O:6])([CH3:3])[CH3:2].[C:31]([O:35][C:36]([NH:38][CH2:39][C:40](O)=[O:41])=[O:37])([CH3:34])([CH3:33])[CH3:32].C(Cl)CCl.[C+](=O)C1C=CC=CC=1. Product: [CH:1]([O:4][C:5]([N:7]1[CH2:12][CH2:11][CH:10]([O:13][N:14]=[C:15]2[CH2:16][CH2:17][N:18]([C:21]3[CH:26]=[C:25]([F:27])[C:24]([CH2:28][O:29][C:40](=[O:41])[CH2:39][NH:38][C:36]([O:35][C:31]([CH3:33])([CH3:32])[CH3:34])=[O:37])=[CH:23][C:22]=3[F:30])[CH2:19][CH2:20]2)[CH2:9][CH2:8]1)=[O:6])([CH3:3])[CH3:2]. The catalyst class is: 79. (6) Reactant: [C:1]([C:3]1[CH:11]=[CH:10][C:6]([C:7]([OH:9])=O)=[C:5]([F:12])[CH:4]=1)#[N:2].F[P-](F)(F)(F)(F)F.C[N+](C)=C(N(C)C)ON1C2N=CC=CC=2N=N1.C(N(CC)CC)C.Cl.[F:45][CH:46]([F:80])[CH:47]1[CH2:52][NH:51][CH2:50][CH2:49][N:48]1[CH2:53][CH:54]([N:58]1[CH:62]=[C:61]([C:63]2[C:64]3[CH:71]=[CH:70][N:69]([CH2:72][O:73][CH2:74][CH2:75][Si:76]([CH3:79])([CH3:78])[CH3:77])[C:65]=3[N:66]=[CH:67][N:68]=2)[CH:60]=[N:59]1)[CH2:55][C:56]#[N:57]. Product: [C:56]([CH2:55][CH:54]([N:58]1[CH:62]=[C:61]([C:63]2[C:64]3[CH:71]=[CH:70][N:69]([CH2:72][O:73][CH2:74][CH2:75][Si:76]([CH3:77])([CH3:79])[CH3:78])[C:65]=3[N:66]=[CH:67][N:68]=2)[CH:60]=[N:59]1)[CH2:53][N:48]1[CH2:49][CH2:50][N:51]([C:7]([C:6]2[CH:10]=[CH:11][C:3]([C:1]#[N:2])=[CH:4][C:5]=2[F:12])=[O:9])[CH2:52][CH:47]1[CH:46]([F:45])[F:80])#[N:57]. The catalyst class is: 1. (7) Reactant: Cl.[NH2:2][C:3]1[CH:8]=[C:7]([F:9])[CH:6]=[CH:5][C:4]=1[C:10]([NH:12][C@H:13]([C:22]([O:24][C:25]([CH3:28])([CH3:27])[CH3:26])=[O:23])[CH2:14][C:15]([O:17][C:18]([CH3:21])([CH3:20])[CH3:19])=[O:16])=[O:11].[N:29]([C:32]1[C:37]([CH3:38])=[CH:36][C:35]([CH3:39])=[CH:34][C:33]=1[CH3:40])=[C:30]=[O:31]. Product: [F:9][C:7]1[CH:6]=[CH:5][C:4]([C:10]([NH:12][C@H:13]([C:22]([O:24][C:25]([CH3:28])([CH3:27])[CH3:26])=[O:23])[CH2:14][C:15]([O:17][C:18]([CH3:21])([CH3:19])[CH3:20])=[O:16])=[O:11])=[C:3]([NH:2][C:30]([NH:29][C:32]2[C:33]([CH3:40])=[CH:34][C:35]([CH3:39])=[CH:36][C:37]=2[CH3:38])=[O:31])[CH:8]=1. The catalyst class is: 17.